Dataset: Forward reaction prediction with 1.9M reactions from USPTO patents (1976-2016). Task: Predict the product of the given reaction. (1) Given the reactants P(Cl)(Cl)(Cl)=O.[CH3:6][N:7]1[C:15]2[C:10](=[CH:11][CH:12]=[CH:13][CH:14]=2)[C:9]([CH3:16])=[CH:8]1.[OH-].[Na+].CN([CH:22]=[O:23])C, predict the reaction product. The product is: [CH3:6][N:7]1[C:15]2[C:10](=[CH:11][CH:12]=[CH:13][CH:14]=2)[C:9]([CH3:16])=[C:8]1[CH:22]=[O:23]. (2) Given the reactants [Cl:1][C:2]1[CH:7]=[CH:6][C:5]([CH2:8][CH2:9][CH2:10][NH:11][C:12]2[CH:17]=[C:16]([CH3:18])[C:15]([CH3:19])=[CH:14][C:13]=2[N+:20]([O-])=O)=[CH:4][CH:3]=1, predict the reaction product. The product is: [Cl:1][C:2]1[CH:7]=[CH:6][C:5]([CH2:8][CH2:9][CH2:10][NH:11][C:12]2[C:13]([NH2:20])=[CH:14][C:15]([CH3:19])=[C:16]([CH3:18])[CH:17]=2)=[CH:4][CH:3]=1. (3) Given the reactants [F:1][C:2]1[CH:3]=[C:4]2[C:9](=[C:10]([O:21]C)[C:11]=1[N:12]1[CH2:17][CH2:16][CH:15]([C:18]([OH:20])=[O:19])[CH2:14][CH2:13]1)[N:8]([CH2:23][C:24]([F:27])([F:26])[F:25])[CH:7]=[C:6]([C:28]([NH:30][CH2:31][C:32]1[CH:37]=[CH:36][C:35]([O:38][C:39]([F:42])([F:41])[F:40])=[CH:34][C:33]=1[CH3:43])=[O:29])[C:5]2=[O:44].C[Si](I)(C)C.C(O)C.N1C=CC=CC=1, predict the reaction product. The product is: [F:1][C:2]1[CH:3]=[C:4]2[C:9](=[C:10]([OH:21])[C:11]=1[N:12]1[CH2:17][CH2:16][CH:15]([C:18]([OH:20])=[O:19])[CH2:14][CH2:13]1)[N:8]([CH2:23][C:24]([F:25])([F:26])[F:27])[CH:7]=[C:6]([C:28]([NH:30][CH2:31][C:32]1[CH:37]=[CH:36][C:35]([O:38][C:39]([F:40])([F:41])[F:42])=[CH:34][C:33]=1[CH3:43])=[O:29])[C:5]2=[O:44].